Dataset: Catalyst prediction with 721,799 reactions and 888 catalyst types from USPTO. Task: Predict which catalyst facilitates the given reaction. (1) Reactant: [CH3:1][C:2]1[CH:6]=[CH:5][N:4]([C:7]2[C:8](=[O:33])[NH:9][C:10](=[O:32])[N:11]([CH2:13][CH2:14][CH2:15][N:16]3[CH2:21][C@H:20]4[C@:18]([C:22]5[CH:27]=[CH:26][C:25]([C:28]([F:31])([F:30])[F:29])=[CH:24][CH:23]=5)([CH2:19]4)[CH2:17]3)[CH:12]=2)[N:3]=1.[ClH:34].CO. The catalyst class is: 27. Product: [ClH:34].[ClH:34].[CH3:1][C:2]1[CH:6]=[CH:5][N:4]([C:7]2[C:8](=[O:33])[NH:9][C:10](=[O:32])[N:11]([CH2:13][CH2:14][CH2:15][N:16]3[CH2:21][C@H:20]4[C@:18]([C:22]5[CH:27]=[CH:26][C:25]([C:28]([F:31])([F:30])[F:29])=[CH:24][CH:23]=5)([CH2:19]4)[CH2:17]3)[CH:12]=2)[N:3]=1. (2) The catalyst class is: 396. Reactant: [N:1]1([CH2:7][C:8]([OH:10])=O)[CH2:6][CH2:5][O:4][CH2:3][CH2:2]1.CN(C(ON1N=NC2C=CC=NC1=2)=[N+](C)C)C.F[P-](F)(F)(F)(F)F.C(N(C(C)C)C(C)C)C.[O:44]1[CH2:49][CH2:48][O:47][CH2:46][CH:45]1[C:50]1[C:58]2[S:57][C:56]([NH2:59])=[N:55][C:54]=2[C:53]([O:60][CH3:61])=[CH:52][CH:51]=1. Product: [O:44]1[CH2:49][CH2:48][O:47][CH2:46][CH:45]1[C:50]1[C:58]2[S:57][C:56]([NH:59][C:8](=[O:10])[CH2:7][N:1]3[CH2:2][CH2:3][O:4][CH2:5][CH2:6]3)=[N:55][C:54]=2[C:53]([O:60][CH3:61])=[CH:52][CH:51]=1. (3) Reactant: [CH2:1]([CH:3]([CH2:25][CH2:26][CH2:27][CH3:28])[CH2:4][C:5]1[C:13]2[S:14][CH:15]=[CH:16][C:12]=2[C:11]([CH2:17][CH:18]([CH2:23][CH3:24])[CH2:19][CH2:20][CH2:21][CH3:22])=[C:7]2[S:8][CH:9]=[CH:10][C:6]=12)[CH3:2].C([Li])CCC.[CH3:34][Sn:35](Cl)([CH3:37])[CH3:36].O. Product: [CH2:23]([CH:18]([CH2:19][CH2:20][CH2:21][CH3:22])[CH2:17][C:11]1[C:7]2[S:8][C:9]([Sn:35]([CH3:37])([CH3:36])[CH3:34])=[CH:10][C:6]=2[C:5]([CH2:4][CH:3]([CH2:1][CH3:2])[CH2:25][CH2:26][CH2:27][CH3:28])=[C:13]2[S:14][C:15]([Sn:35]([CH3:37])([CH3:36])[CH3:34])=[CH:16][C:12]=12)[CH3:24]. The catalyst class is: 7. (4) Reactant: [CH:1]1([C:7]2[C:8]3[CH:9]=[CH:10][C:11]([C:29]([NH:31][S:32]([CH2:35][C:36]([O:38]C)=[O:37])(=[O:34])=[O:33])=[O:30])=[CH:12][C:13]=3[N:14]3[CH2:21][CH2:20][N:19]([CH3:22])[CH2:18][C:17]4[CH:23]=[C:24]([O:27][CH3:28])[CH:25]=[CH:26][C:16]=4[C:15]=23)[CH2:6][CH2:5][CH2:4][CH2:3][CH2:2]1.O.[OH-].[Na+].Cl. Product: [CH:1]1([C:7]2[C:8]3[CH:9]=[CH:10][C:11]([C:29]([NH:31][S:32]([CH2:35][C:36]([OH:38])=[O:37])(=[O:34])=[O:33])=[O:30])=[CH:12][C:13]=3[N:14]3[CH2:21][CH2:20][N:19]([CH3:22])[CH2:18][C:17]4[CH:23]=[C:24]([O:27][CH3:28])[CH:25]=[CH:26][C:16]=4[C:15]=23)[CH2:6][CH2:5][CH2:4][CH2:3][CH2:2]1. The catalyst class is: 12. (5) Reactant: Cl[C:2]1[N:7]=[C:6]([NH:8][C@@H:9]2[CH2:14][CH2:13][CH2:12][CH2:11][C@H:10]2[NH:15][C:16](=[O:18])[CH3:17])[C:5]([Cl:19])=[CH:4][N:3]=1.[CH2:20]([N:22]1[CH2:28][CH2:27][C:26]2[CH:29]=[C:30]([NH2:33])[CH:31]=[CH:32][C:25]=2[CH2:24][CH2:23]1)[CH3:21].COCCO.Cl.C(=O)([O-])[O-]. Product: [Cl:19][C:5]1[C:6]([NH:8][C@@H:9]2[CH2:14][CH2:13][CH2:12][CH2:11][C@H:10]2[NH:15][C:16](=[O:18])[CH3:17])=[N:7][C:2]([NH:33][C:30]2[CH:31]=[CH:32][C:25]3[CH2:24][CH2:23][N:22]([CH2:20][CH3:21])[CH2:28][CH2:27][C:26]=3[CH:29]=2)=[N:3][CH:4]=1. The catalyst class is: 12. (6) Reactant: Cl.Cl.C(OC([N:10]1[CH2:15][CH2:14][CH:13]([O:16][C:17]2[CH:26]=[C:25]([O:27][CH3:28])[CH:24]=[C:23]3[C:18]=2[C:19]([NH:29][C:30]2[C:35]([Cl:36])=[CH:34][CH:33]=[C:32]4[O:37][CH2:38][O:39][C:31]=24)=[N:20][CH:21]=[N:22]3)[CH2:12][CH2:11]1)=O)(C)(C)C.FC(F)(F)C(O)=O. Product: [Cl:36][C:35]1[C:30]([NH:29][C:19]2[C:18]3[C:23](=[CH:24][C:25]([O:27][CH3:28])=[CH:26][C:17]=3[O:16][CH:13]3[CH2:12][CH2:11][NH:10][CH2:15][CH2:14]3)[N:22]=[CH:21][N:20]=2)=[C:31]2[O:39][CH2:38][O:37][C:32]2=[CH:33][CH:34]=1. The catalyst class is: 2. (7) Reactant: [OH:1][CH2:2][CH2:3][NH:4][C:5]1[CH:10]=[CH:9][CH:8]=[CH:7][CH:6]=1.C(N(CC)CC)C.Cl[C:19](Cl)([O:21]C(=O)OC(Cl)(Cl)Cl)Cl. Product: [C:5]1([N:4]2[CH2:3][CH2:2][O:1][C:19]2=[O:21])[CH:10]=[CH:9][CH:8]=[CH:7][CH:6]=1. The catalyst class is: 1.